Dataset: Reaction yield outcomes from USPTO patents with 853,638 reactions. Task: Predict the reaction yield, written as a fraction of the theoretical maximum amount of product (1.0 means a 100% yield; for example, 0.34 means a 34% yield). (1) The product is [F:1][C:2]1[C:7]([F:8])=[CH:6][CH:5]=[CH:4][C:3]=1[CH:9]1[CH2:15][CH2:14][CH:13]=[CH:12][CH2:11][CH2:10]1. The catalyst is C(Cl)Cl. The yield is 0.950. The reactants are [F:1][C:2]1[C:7]([F:8])=[CH:6][CH:5]=[CH:4][C:3]=1[C:9]1(O)[CH2:15][CH2:14][CH:13]=[CH:12][CH2:11][CH2:10]1.C([SiH](CC)CC)C.C(O)(C(F)(F)F)=O. (2) The reactants are Cl[C:2]1[N:11]=[CH:10][C:9]([Cl:12])=[CH:8][C:3]=1[C:4]([O:6][CH3:7])=[O:5].[Cl-].[F:14][C:15]1[CH:22]=[CH:21][C:18]([CH2:19][Zn+])=[CH:17][CH:16]=1.O. The catalyst is O1CCCC1.C1C=CC([P]([Pd]([P](C2C=CC=CC=2)(C2C=CC=CC=2)C2C=CC=CC=2)([P](C2C=CC=CC=2)(C2C=CC=CC=2)C2C=CC=CC=2)[P](C2C=CC=CC=2)(C2C=CC=CC=2)C2C=CC=CC=2)(C2C=CC=CC=2)C2C=CC=CC=2)=CC=1. The product is [Cl:12][C:9]1[CH:10]=[N:11][C:2]([CH2:19][C:18]2[CH:21]=[CH:22][C:15]([F:14])=[CH:16][CH:17]=2)=[C:3]([CH:8]=1)[C:4]([O:6][CH3:7])=[O:5]. The yield is 0.880. (3) The yield is 0.600. The product is [Si:1]([O:8][CH2:9][CH2:10][C:11](=[O:16])[C:12]([O:14][CH3:15])=[O:13])([C:4]([CH3:6])([CH3:5])[CH3:7])([CH3:3])[CH3:2]. The catalyst is ClCCl. The reactants are [Si:1]([O:8][CH2:9][CH2:10][CH:11]([OH:16])[C:12]([O:14][CH3:15])=[O:13])([C:4]([CH3:7])([CH3:6])[CH3:5])([CH3:3])[CH3:2].CC(OI1(OC(C)=O)(OC(C)=O)OC(=O)C2C=CC=CC1=2)=O. (4) The reactants are [C:1]([O:9][C@H:10]([CH2:15][C:16]1[CH:21]=[C:20]([Cl:22])[C:19]([NH2:23])=[C:18]([CH3:24])[C:17]=1[CH2:25][O:26][C:27](=[O:29])[CH3:28])[C:11]([O:13][CH3:14])=[O:12])(=[O:8])[C:2]1[CH:7]=[CH:6][CH:5]=[CH:4][CH:3]=1.C1(C)C=CC=CC=1.C(O)(=O)C.[N:41](OCCC(C)C)=O.C([O-])(=O)C.[K+]. No catalyst specified. The product is [C:1]([O:9][C@H:10]([CH2:15][C:16]1[C:17]([CH2:25][O:26][C:27](=[O:29])[CH3:28])=[C:18]2[C:19](=[C:20]([Cl:22])[CH:21]=1)[NH:23][N:41]=[CH:24]2)[C:11]([O:13][CH3:14])=[O:12])(=[O:8])[C:2]1[CH:7]=[CH:6][CH:5]=[CH:4][CH:3]=1. The yield is 0.880.